From a dataset of Experimentally validated miRNA-target interactions with 360,000+ pairs, plus equal number of negative samples. Binary Classification. Given a miRNA mature sequence and a target amino acid sequence, predict their likelihood of interaction. (1) The miRNA is cel-miR-1019-5p with sequence GUGAGCAUUGUUCGAGUUUCAUUUU. The protein sequence of the target gene is MDLAPDRATGRPWLPLHTLSVSQLLRVFWLLSLLPGQAWVHGAEPRQVFQVLEEQPPGTLVGTIQTRPGFTYRLSESHALFAINSSTGALYTTSTIDRESLPSDVINLVVLSSAPTYPTEVRVLVRDLNDNAPVFPDPSIVVTFKEDSSSGRQVILDTATDSDIGSNGVDHRSYRIIRGNEAGRFRLDITLNPSGEGAFLHLVSKGGLDREVTPQYQLLVEVEDKGEPKRRGYLQVNVTVQDINDNPPVFGSSHYQAGVPEDAVVGSSVLQVAAADADEGTNADIRYRLQDEGTPFQMDP.... Result: 0 (no interaction). (2) The miRNA is hsa-miR-4678 with sequence AAGGUAUUGUUCAGACUUAUGA. The protein sequence of the target gene is MAENTDRNQIEKLLNRVKELEQEVERLKKKKEQANNIKDSSIRENSLGSGKAKRAFDFSAHGRRHVALKIAYLGWGYQGFASQENTSNTIEEKLFEALTKTRLVESRQTSNYHRCGRTDKGVSAFGQVISLDLRSQFPTSRDSEDSNLKHEADDLAKEIRYTHILNRVLPADIRVLAWAPVEPSFSARFSCLERTYRYFFPRADLDIATMNYAAQKYVGTHDFRNLCKMDVANGVINFQRTILCAQVQLVAQSPGEERRQEPFQLCQFEVIGQAFLYHQVRCMMAILFLIGQGMEKPEII.... Result: 0 (no interaction). (3) The miRNA is hsa-miR-891a-5p with sequence UGCAACGAACCUGAGCCACUGA. The protein sequence of the target gene is MFCFWRTSALAVLLIWGVFVAGSSCTDKNQTTQNNSSSPLTQVNTTVSVQIGTKALLCCFSIPLTKAVLITWIIKLRGLPSCTIAYKVDTKTNETSCLGRNITWASTPDHSPELQISAVTLQHEGTYTCETVTPEGNFEKNYDLQVLVPPEVTYFPEKNRSAVCEAMAGKPAAQISWSPDGDCVTTSESHSNGTVTVRSTCHWEQNNVSDVSCIVSHLTGNQSLSIELSRGGNQSLRPYIPYIIPSIIILIIIGCICLLKISGFRKCKLPKLEATSAIEEDEMQPYASYTEKSNPLYDTV.... Result: 0 (no interaction). (4) The miRNA is cel-miR-1822-3p with sequence GAGCUGCCCUCAGAAAAACUCU. The protein sequence of the target gene is MDSPWDELALAFSRTSMFPFFDIAHYLVSVMAVKRQPGAAALAWKNPISSWFTAMLHCFGGGILSCLLLAEPPLKFLANHTNILLASSIWYITFFCPHDLVSQGYSYLPVQLLASGMKEVTRTWKIVGGVTHANSYYKNGWIVMIAIGWARGAGGTIITNFERLVKGDWKPEGDEWLKMSYPAKVTLLGSVIFTFQHTQHLAISKHNLMFLYTIFIVATKITMMTTQTSTMTFAPFEDTLSWMLFGWQQPFSSCEKKSEAKSPSNGVGSLASKPVDVASDNVKKKHTKKNE. Result: 0 (no interaction).